From a dataset of Full USPTO retrosynthesis dataset with 1.9M reactions from patents (1976-2016). Predict the reactants needed to synthesize the given product. (1) Given the product [CH3:19][O:20][C:21]1[CH:26]=[C:25]([N:27]2[CH2:28][CH2:29][O:30][CH2:31][CH2:32]2)[CH:24]=[CH:23][C:22]=1[NH:33][C:2]1[N:10]=[C:9]2[C:5]([N:6]=[CH:7][NH:8]2)=[C:4]([C:11]([N:13]2[CH2:18][CH2:17][O:16][CH2:15][CH2:14]2)=[O:12])[N:3]=1, predict the reactants needed to synthesize it. The reactants are: Cl[C:2]1[N:10]=[C:9]2[C:5]([N:6]=[CH:7][NH:8]2)=[C:4]([C:11]([N:13]2[CH2:18][CH2:17][O:16][CH2:15][CH2:14]2)=[O:12])[N:3]=1.[CH3:19][O:20][C:21]1[CH:26]=[C:25]([N:27]2[CH2:32][CH2:31][O:30][CH2:29][CH2:28]2)[CH:24]=[CH:23][C:22]=1[NH2:33].C([O-])(=O)C.[Na+]. (2) Given the product [Cl:1][C:2]1[C:7]([F:8])=[C:6](/[CH:9]=[CH:10]/[N+:11]([O-:13])=[O:12])[CH:5]=[CH:4][N:3]=1, predict the reactants needed to synthesize it. The reactants are: [Cl:1][C:2]1[C:7]([F:8])=[C:6]([CH:9](O)[CH2:10][N+:11]([O-:13])=[O:12])[CH:5]=[CH:4][N:3]=1.CS(Cl)(=O)=O.CCN(CC)CC.C(=O)(O)[O-].[Na+]. (3) Given the product [F:15][C:16]1[CH:23]=[CH:22][C:19]([CH2:20][O:1][C:2]2[C:7]3[C:8](=[O:14])[O:9][C:10]([CH3:12])([CH3:13])[O:11][C:6]=3[CH:5]=[CH:4][CH:3]=2)=[CH:18][CH:17]=1, predict the reactants needed to synthesize it. The reactants are: [OH:1][C:2]1[C:7]2[C:8](=[O:14])[O:9][C:10]([CH3:13])([CH3:12])[O:11][C:6]=2[CH:5]=[CH:4][CH:3]=1.[F:15][C:16]1[CH:23]=[CH:22][C:19]([CH2:20]Br)=[CH:18][CH:17]=1. (4) Given the product [Cl:38][C:29]1[CH:28]=[CH:33][C:32]2[O:42][C:43]3[CH:39]=[CH:40][CH:41]=[CH:24][C:23]=3[C:11](=[O:14])[NH:36][C:31]=2[CH:30]=1, predict the reactants needed to synthesize it. The reactants are: [Li+].[OH-].[O-]S(S([O-])=O)=O.[Na+].[Na+].[C:11]([O-:14])([O-])=O.[K+].[K+].CCN=C=NC[CH2:23][CH2:24]N(C)C.[CH:28]1[CH:29]=[CH:30][C:31]2[N:36](O)N=N[C:32]=2[CH:33]=1.[ClH:38].[CH2:39]1[CH2:43][O:42][CH2:41][CH2:40]1.